Dataset: Catalyst prediction with 721,799 reactions and 888 catalyst types from USPTO. Task: Predict which catalyst facilitates the given reaction. Reactant: Cl.[NH2:2][C:3]1[N:4]=[C:5]2[CH:10]=[CH:9][C:8]([O:11][C:12]3[CH:13]=[CH:14][C:15](F)=[C:16]([NH:18][C:19]([C:21]4[N:25]([CH3:26])[N:24]=[C:23]([CH3:27])[CH:22]=4)=[O:20])[CH:17]=3)=[N:7][N:6]2[CH:29]=1.[CH2:30](N(CC)CC)C.[CH:37]1([S:40](Cl)(=[O:42])=[O:41])[CH2:39][CH2:38]1.O. Product: [CH:37]1([S:40]([NH:2][C:3]2[N:4]=[C:5]3[CH:10]=[CH:9][C:8]([O:11][C:12]4[CH:13]=[CH:14][C:15]([CH3:30])=[C:16]([NH:18][C:19]([C:21]5[N:25]([CH3:26])[N:24]=[C:23]([CH3:27])[CH:22]=5)=[O:20])[CH:17]=4)=[N:7][N:6]3[CH:29]=2)(=[O:42])=[O:41])[CH2:39][CH2:38]1. The catalyst class is: 60.